Task: Predict the product of the given reaction.. Dataset: Forward reaction prediction with 1.9M reactions from USPTO patents (1976-2016) (1) Given the reactants Cl[C:2]1[C:7]([N+:8]([O-:10])=[O:9])=[CH:6][CH:5]=[C:4]([O:11][CH3:12])[N:3]=1.[CH3:13][O:14][C:15](=[O:20])[CH:16]([CH3:19])[CH2:17][NH2:18].C(=O)([O-])[O-].[K+].[K+], predict the reaction product. The product is: [CH3:13][O:14][C:15](=[O:20])[CH:16]([CH3:19])[CH2:17][NH:18][C:2]1[C:7]([N+:8]([O-:10])=[O:9])=[CH:6][CH:5]=[C:4]([O:11][CH3:12])[N:3]=1. (2) Given the reactants [Cl:1][C:2]1[N:7]=[C:6]([NH:8][C:9]2[CH:14]=[CH:13][CH:12]=[C:11]([N+:15]([O-:17])=[O:16])[CH:10]=2)[C:5]([F:18])=[CH:4][N:3]=1.[C:19](=O)([O-])[O-].[Cs+].[Cs+].CI.CCCCCC.C(OCC)(=O)C, predict the reaction product. The product is: [Cl:1][C:2]1[N:7]=[C:6]([N:8]([CH3:19])[C:9]2[CH:14]=[CH:13][CH:12]=[C:11]([N+:15]([O-:17])=[O:16])[CH:10]=2)[C:5]([F:18])=[CH:4][N:3]=1. (3) Given the reactants [C:1](OC(O[C:1]([CH3:4])([CH3:3])[CH3:2])N(C)C)([CH3:4])([CH3:3])[CH3:2].[Cl:15][C:16]1[N:21]=[C:20]2[O:22][C:23]([C:29]3[CH:34]=[CH:33][C:32]([F:35])=[CH:31][CH:30]=3)=[C:24]([C:25](=[O:28])[NH:26][CH3:27])[C:19]2=[CH:18][C:17]=1[C:36]1[CH:37]=[CH:38][C:39]([O:45][CH3:46])=[C:40]([CH:44]=1)[C:41]([OH:43])=[O:42], predict the reaction product. The product is: [Cl:15][C:16]1[N:21]=[C:20]2[O:22][C:23]([C:29]3[CH:34]=[CH:33][C:32]([F:35])=[CH:31][CH:30]=3)=[C:24]([C:25](=[O:28])[NH:26][CH3:27])[C:19]2=[CH:18][C:17]=1[C:36]1[CH:37]=[CH:38][C:39]([O:45][CH3:46])=[C:40]([CH:44]=1)[C:41]([O:43][C:1]([CH3:4])([CH3:3])[CH3:2])=[O:42]. (4) Given the reactants [CH3:1][CH:2]1[CH2:11][C:10]2[C:5](=[CH:6][CH:7]=[CH:8][CH:9]=2)[NH:4][CH2:3]1.[N+:12]([O-])([OH:14])=[O:13], predict the reaction product. The product is: [N+:12]([C:7]1[CH:6]=[C:5]2[C:10]([CH2:11][CH:2]([CH3:1])[CH2:3][NH:4]2)=[CH:9][CH:8]=1)([O-:14])=[O:13]. (5) The product is: [Cl:1][C:2]1[CH:3]=[CH:4][C:5]([NH:12][C:13]2[CH:14]=[C:15]3[C:19](=[CH:20][CH:21]=2)[N:18]([CH2:22][C:23]2[CH:28]=[CH:27][CH:26]=[C:25]([N:29]4[CH2:30][CH2:31][O:32][CH2:33][CH2:34]4)[CH:24]=2)[CH:17]=[CH:16]3)=[C:6]([CH:11]=1)[C:7]([OH:9])=[O:8]. Given the reactants [Cl:1][C:2]1[CH:3]=[CH:4][C:5]([NH:12][C:13]2[CH:14]=[C:15]3[C:19](=[CH:20][CH:21]=2)[N:18]([CH2:22][C:23]2[CH:28]=[CH:27][CH:26]=[C:25]([N:29]4[CH2:34][CH2:33][O:32][CH2:31][CH2:30]4)[CH:24]=2)[CH:17]=[CH:16]3)=[C:6]([CH:11]=1)[C:7]([O:9]C)=[O:8].[OH-].[Na+].O.Cl, predict the reaction product. (6) The product is: [CH2:1]1[CH:2]2[CH2:10][CH2:9][CH2:8][CH2:7][N:3]2[CH2:4][CH2:5][N:6]1[C:12]1[N:13]=[CH:14][C:15]([C:18]([NH:20][C:21]2[NH:22][N:23]=[C:24]([CH2:26][CH2:27][C:28]3[CH:33]=[C:32]([O:34][CH3:35])[CH:31]=[C:30]([O:36][CH3:37])[CH:29]=3)[CH:25]=2)=[O:19])=[N:16][CH:17]=1. Given the reactants [CH2:1]1[NH:6][CH2:5][CH2:4][N:3]2[CH2:7][CH2:8][CH2:9][CH2:10][CH:2]12.Cl[C:12]1[N:13]=[CH:14][C:15]([C:18]([NH:20][C:21]2[NH:22][N:23]=[C:24]([CH2:26][CH2:27][C:28]3[CH:33]=[C:32]([O:34][CH3:35])[CH:31]=[C:30]([O:36][CH3:37])[CH:29]=3)[CH:25]=2)=[O:19])=[N:16][CH:17]=1, predict the reaction product.